From a dataset of Full USPTO retrosynthesis dataset with 1.9M reactions from patents (1976-2016). Predict the reactants needed to synthesize the given product. (1) Given the product [CH:1]1([O:6][C:7]2[CH:12]=[C:11]([F:13])[CH:10]=[CH:9][C:8]=2[NH:14][C:15]2[C:16]3[C:23]([CH3:24])=[C:22]([C:25]([NH2:28])=[O:26])[S:21][C:17]=3[N:18]=[CH:19][N:20]=2)[CH2:5][CH2:4][CH2:3][CH2:2]1, predict the reactants needed to synthesize it. The reactants are: [CH:1]1([O:6][C:7]2[CH:12]=[C:11]([F:13])[CH:10]=[CH:9][C:8]=2[NH:14][C:15]2[C:16]3[C:23]([CH3:24])=[C:22]([C:25](O)=[O:26])[S:21][C:17]=3[N:18]=[CH:19][N:20]=2)[CH2:5][CH2:4][CH2:3][CH2:2]1.[NH3:28]. (2) Given the product [Br:1][C:2]1[CH:3]=[N+:4]([O-:17])[CH:5]=[C:6]([C:7]([O:9][CH3:10])=[O:8])[CH:11]=1, predict the reactants needed to synthesize it. The reactants are: [Br:1][C:2]1[CH:3]=[N:4][CH:5]=[C:6]([CH:11]=1)[C:7]([O:9][CH3:10])=[O:8].ClC1C=C(C=CC=1)C(OO)=[O:17]. (3) Given the product [CH2:2]([S:42]([C:15]1[C:16]([C:21]([NH:23][C:24]2[CH:29]=[CH:28][C:27]([C:30]([F:35])([F:36])[C:31]([F:32])([F:34])[F:33])=[CH:26][N:25]=2)=[O:22])=[N:17][CH:18]=[CH:19][CH:20]=1)(=[O:46])=[O:44])[CH3:3], predict the reactants needed to synthesize it. The reactants are: Cl[C:2]1C=CC=C(C(OO)=O)[CH:3]=1.C(S[C:15]1[C:16]([C:21]([NH:23][C:24]2[CH:29]=[CH:28][C:27]([C:30]([F:36])([F:35])[C:31]([F:34])([F:33])[F:32])=[CH:26][N:25]=2)=[O:22])=[N:17][CH:18]=[CH:19][CH:20]=1)C.C(=O)(O)[O-].[Na+].[S:42]([O-:46])([O-])(=[O:44])=S.[Na+].[Na+]. (4) Given the product [C:1]([O:5][C:6](=[O:9])[CH2:7]/[N:8]=[CH:25]/[CH2:24][C:23]([C:20]1[CH2:21][CH2:22][N:17]([CH2:10][C:11]2[CH:16]=[CH:15][CH:14]=[CH:13][CH:12]=2)[CH2:18][CH:19]=1)([CH3:28])[CH3:27])([CH3:4])([CH3:3])[CH3:2], predict the reactants needed to synthesize it. The reactants are: [C:1]([O:5][C:6](=[O:9])[CH2:7][NH2:8])([CH3:4])([CH3:3])[CH3:2].[CH2:10]([N:17]1[CH2:22][CH:21]=[C:20]([C:23]([CH3:28])([CH3:27])[CH2:24][CH:25]=O)[CH2:19][CH2:18]1)[C:11]1[CH:16]=[CH:15][CH:14]=[CH:13][CH:12]=1. (5) Given the product [Cl:1][C:2]1[C:3]([CH2:12][CH:13]=[N:14][C:15](=[O:26])[C:16]2[CH:21]=[CH:20][CH:19]=[CH:18][C:17]=2[C:22]([F:23])([F:24])[F:25])=[N:4][CH:5]=[C:6]([C:8]([F:10])([F:9])[F:11])[CH:7]=1, predict the reactants needed to synthesize it. The reactants are: [Cl:1][C:2]1[C:3]([CH2:12][CH2:13][NH:14][C:15](=[O:26])[C:16]2[CH:21]=[CH:20][CH:19]=[CH:18][C:17]=2[C:22]([F:25])([F:24])[F:23])=[N:4][CH:5]=[C:6]([C:8]([F:11])([F:10])[F:9])[CH:7]=1.[OH-].[Na+]. (6) The reactants are: [CH2:1]([C:3]([C:22]1[CH:27]=[CH:26][C:25](/[CH:28]=[CH:29]/[C:30]([C:36]([F:39])([F:38])[F:37])([OH:35])[C:31]([F:34])([F:33])[F:32])=[C:24]([CH3:40])[CH:23]=1)([C:6]1[CH:11]=[CH:10][C:9](B2OC(C)(C)C(C)(C)O2)=[C:8]([CH3:21])[CH:7]=1)[CH2:4][CH3:5])[CH3:2].[CH2:41]([O:43][C:44](=[O:53])[CH2:45][C:46]1[CH:47]=[CH:48][C:49](Br)=[N:50][CH:51]=1)[CH3:42].P([O-])([O-])([O-])=O.[K+].[K+].[K+]. Given the product [CH2:41]([O:43][C:44](=[O:53])[CH2:45][C:46]1[CH:51]=[N:50][C:49]([C:9]2[CH:10]=[CH:11][C:6]([C:3]([CH2:4][CH3:5])([C:22]3[CH:27]=[CH:26][C:25](/[CH:28]=[CH:29]/[C:30]([OH:35])([C:36]([F:37])([F:39])[F:38])[C:31]([F:34])([F:33])[F:32])=[C:24]([CH3:40])[CH:23]=3)[CH2:1][CH3:2])=[CH:7][C:8]=2[CH3:21])=[CH:48][CH:47]=1)[CH3:42], predict the reactants needed to synthesize it.